Dataset: Full USPTO retrosynthesis dataset with 1.9M reactions from patents (1976-2016). Task: Predict the reactants needed to synthesize the given product. (1) The reactants are: [CH2:1]([CH:5]1[CH2:11][C:10](=[O:12])[O:9][C:7](=[O:8])[CH2:6]1)[CH:2]([CH3:4])[CH3:3].[CH:13]1([SH:19])[CH2:18][CH2:17][CH2:16][CH2:15][CH2:14]1. Given the product [CH:13]1([S:19][C:10]([CH2:11][C@H:5]([CH2:1][CH:2]([CH3:3])[CH3:4])[CH2:6][C:7]([OH:9])=[O:8])=[O:12])[CH2:18][CH2:17][CH2:16][CH2:15][CH2:14]1, predict the reactants needed to synthesize it. (2) Given the product [F:21][C:22]1[CH:27]=[CH:26][C:25]([S:28][CH2:2][C:3]([NH:5][CH2:6][CH2:7][CH2:8][CH2:9][CH2:10][C:11]([OH:13])=[O:12])=[O:4])=[CH:24][CH:23]=1, predict the reactants needed to synthesize it. The reactants are: Cl[CH2:2][C:3]([NH:5][CH2:6][CH2:7][CH2:8][CH2:9][CH2:10][C:11]([OH:13])=[O:12])=[O:4].C(N(CC)CC)C.[F:21][C:22]1[CH:27]=[CH:26][C:25]([SH:28])=[CH:24][CH:23]=1.